This data is from Full USPTO retrosynthesis dataset with 1.9M reactions from patents (1976-2016). The task is: Predict the reactants needed to synthesize the given product. Given the product [C:3]1([CH3:8])[CH:4]=[CH:5][CH:6]=[CH:7][C:2]=1[NH:1][C:18](=[O:19])[C:17]([CH3:22])([CH3:21])[CH3:16], predict the reactants needed to synthesize it. The reactants are: [NH2:1][C:2]1[C:3]([CH3:8])=[CH:4][CH:5]=[CH:6][CH:7]=1.C(N(CC)CC)C.[CH3:16][C:17]([CH3:22])([CH3:21])[C:18](Cl)=[O:19].